From a dataset of Reaction yield outcomes from USPTO patents with 853,638 reactions. Predict the reaction yield, written as a fraction of the theoretical maximum amount of product (1.0 means a 100% yield; for example, 0.34 means a 34% yield). (1) The reactants are [F:1][C:2]([F:26])([CH3:25])[CH2:3][N:4]1[CH2:21][CH:20]([CH2:22][O:23][CH3:24])[O:19][C:6]2([CH2:11][CH2:10][N:9](C(OC(C)(C)C)=O)[CH2:8][CH2:7]2)[CH2:5]1.[ClH:27].O1CCOCC1. No catalyst specified. The product is [ClH:27].[F:26][C:2]([F:1])([CH3:25])[CH2:3][N:4]1[CH2:5][C:6]2([CH2:11][CH2:10][NH:9][CH2:8][CH2:7]2)[O:19][CH:20]([CH2:22][O:23][CH3:24])[CH2:21]1. The yield is 0.990. (2) The reactants are Cl[C:2]1[NH:3][CH:4]=[C:5]([N+:7]([O-:9])=[O:8])[N:6]=1.[CH3:10][N:11]([CH:19]1[CH2:24][CH2:23][N:22]([CH2:25][C:26]2([CH3:29])[CH2:28][O:27]2)[CH2:21][CH2:20]1)[C:12](=[O:18])[O:13][C:14]([CH3:17])([CH3:16])[CH3:15].C([O-])(=O)C.[Na+]. The catalyst is C(O)CC. The product is [CH3:10][N:11]([CH:19]1[CH2:24][CH2:23][N:22]([CH2:25][C:26]2([CH3:29])[O:27][C:2]3=[N:6][C:5]([N+:7]([O-:9])=[O:8])=[CH:4][N:3]3[CH2:28]2)[CH2:21][CH2:20]1)[C:12](=[O:18])[O:13][C:14]([CH3:17])([CH3:15])[CH3:16]. The yield is 0.120. (3) The reactants are [C:1]([NH:5][S:6]([C:9]1[CH:10]=[N:11][N:12]2[C:17]([NH:18][C:19]3[CH:24]=[C:23]([Cl:25])[CH:22]=[CH:21][C:20]=3[Cl:26])=[C:16]([C:27]([O:29]CC)=O)[CH:15]=[N:14][C:13]=12)(=[O:8])=[O:7])([CH3:4])([CH3:3])[CH3:2].[F:32][C:33]1[CH:38]=[CH:37][C:36]([CH:39]2[CH2:44][CH2:43][NH:42][CH2:41][CH2:40]2)=[CH:35][CH:34]=1. No catalyst specified. The product is [C:1]([NH:5][S:6]([C:9]1[CH:10]=[N:11][N:12]2[C:17]([NH:18][C:19]3[CH:24]=[C:23]([Cl:25])[CH:22]=[CH:21][C:20]=3[Cl:26])=[C:16]([C:27]([N:42]3[CH2:43][CH2:44][CH:39]([C:36]4[CH:35]=[CH:34][C:33]([F:32])=[CH:38][CH:37]=4)[CH2:40][CH2:41]3)=[O:29])[CH:15]=[N:14][C:13]=12)(=[O:7])=[O:8])([CH3:2])([CH3:4])[CH3:3]. The yield is 0.700. (4) The reactants are [OH-].[K+].C(O)CC.C[O:8][C:9]([C:11]1[C:20]2[C:15](=[CH:16][CH:17]=[CH:18][CH:19]=2)[N:14]=[C:13]([C:21]2[CH:26]=[CH:25][CH:24]=[CH:23][CH:22]=2)[C:12]=1[CH2:27][N:28]1[CH2:33][CH2:32][N:31]([C:34]([O:36][C:37]([CH3:40])([CH3:39])[CH3:38])=[O:35])[CH2:30][CH2:29]1)=[O:10]. The catalyst is O. The product is [C:37]([O:36][C:34]([N:31]1[CH2:30][CH2:29][N:28]([CH2:27][C:12]2[C:13]([C:21]3[CH:26]=[CH:25][CH:24]=[CH:23][CH:22]=3)=[N:14][C:15]3[C:20]([C:11]=2[C:9]([OH:10])=[O:8])=[CH:19][CH:18]=[CH:17][CH:16]=3)[CH2:33][CH2:32]1)=[O:35])([CH3:40])([CH3:38])[CH3:39]. The yield is 0.950. (5) The reactants are [Cl-].[CH3:2][C:3]1[SH+:4][CH:5]=[CH:6][CH:7]=[CH:8][CH:9]=[CH:10][CH:11]=1.O.[NH2:13]N.C(O[C:19](=[O:21])[CH3:20])(=O)C.[CH:22]([N:25]([CH2:29]C)C(C)C)([CH3:24])[CH3:23].[C:31](#[N:33])C. The yield is 0.650. The catalyst is O. The product is [CH3:31][NH:33][C:10]1[CH:9]=[CH:8][C:2]2[N:13]([C:19](=[O:21])[CH3:20])[C:6]3[C:5]([S:4][C:3]=2[CH:11]=1)=[CH:24][C:22]([NH:25][CH3:29])=[CH:23][CH:7]=3. (6) The reactants are Br[C:2]1[S:6][C:5]([C:7]([N:9]([C:11]2[CH:16]=[CH:15][CH:14]=[C:13]([O:17][CH3:18])[CH:12]=2)[CH3:10])=[O:8])=[CH:4][CH:3]=1.[F:19][C:20]1[CH:21]=[C:22](B(O)O)[CH:23]=[CH:24][CH:25]=1. The catalyst is [Pd].C1(P(C2C=CC=CC=2)C2C=CC=CC=2)C=CC=CC=1.C1(P(C2C=CC=CC=2)C2C=CC=CC=2)C=CC=CC=1.C1(P(C2C=CC=CC=2)C2C=CC=CC=2)C=CC=CC=1.C1(P(C2C=CC=CC=2)C2C=CC=CC=2)C=CC=CC=1. The product is [F:19][C:20]1[CH:25]=[C:24]([C:2]2[S:6][C:5]([C:7]([N:9]([C:11]3[CH:16]=[CH:15][CH:14]=[C:13]([O:17][CH3:18])[CH:12]=3)[CH3:10])=[O:8])=[CH:4][CH:3]=2)[CH:23]=[CH:22][CH:21]=1. The yield is 0.780. (7) The reactants are [CH2:1]([O:3][C:4]1[N:12]=[CH:11][C:10]([N+:13]([O-])=O)=[CH:9][C:5]=1[C:6]([OH:8])=[O:7])[CH3:2].O.C([O-])(O)=O.[Na+]. The catalyst is CCO.[Pd]. The product is [NH2:13][C:10]1[CH:11]=[N:12][C:4]([O:3][CH2:1][CH3:2])=[C:5]([CH:9]=1)[C:6]([OH:8])=[O:7]. The yield is 0.480. (8) The reactants are C1(C)C=CC=CC=1.Cl[C:9]1[N:14]=[CH:13][CH:12]=[CH:11][N:10]=1.[CH:15]([C:17]1[CH:18]=[C:19](B(O)O)[CH:20]=[CH:21][CH:22]=1)=[O:16].C([O-])([O-])=O.[K+].[K+]. The catalyst is C1C=CC([P]([Pd]([P](C2C=CC=CC=2)(C2C=CC=CC=2)C2C=CC=CC=2)([P](C2C=CC=CC=2)(C2C=CC=CC=2)C2C=CC=CC=2)[P](C2C=CC=CC=2)(C2C=CC=CC=2)C2C=CC=CC=2)(C2C=CC=CC=2)C2C=CC=CC=2)=CC=1.O.CN(C=O)C. The product is [N:10]1[CH:11]=[CH:12][CH:13]=[N:14][C:9]=1[C:21]1[CH:22]=[C:17]([CH:18]=[CH:19][CH:20]=1)[CH:15]=[O:16]. The yield is 0.390. (9) The reactants are FC(F)(F)C(O)=O.[O:8]1[CH2:11][CH:10]([N:12]2[CH2:17][CH2:16][N:15](C(OC(C)(C)C)=O)[CH2:14][CH2:13]2)[CH2:9]1. The catalyst is C(Cl)Cl. The product is [O:8]1[CH2:11][CH:10]([N:12]2[CH2:17][CH2:16][NH:15][CH2:14][CH2:13]2)[CH2:9]1. The yield is 0.980. (10) The reactants are [O:1]1[CH:5]=[N:4][N:3]=[C:2]1[C:6]1[CH:11]=[CH:10][C:9]([N:12]2[C:16]([C:17]([O:19]CC)=[O:18])=[CH:15][C:14]([C:22]([CH3:25])([CH3:24])[CH3:23])=[N:13]2)=[CH:8][CH:7]=1.C1COCC1.[OH-].[Li+].Cl. The catalyst is O.CO. The product is [O:1]1[CH:5]=[N:4][N:3]=[C:2]1[C:6]1[CH:11]=[CH:10][C:9]([N:12]2[C:16]([C:17]([OH:19])=[O:18])=[CH:15][C:14]([C:22]([CH3:25])([CH3:24])[CH3:23])=[N:13]2)=[CH:8][CH:7]=1. The yield is 0.880.